This data is from Forward reaction prediction with 1.9M reactions from USPTO patents (1976-2016). The task is: Predict the product of the given reaction. (1) Given the reactants Cl.[NH2:2][C:3]1[C:4]2[C:14]([O:15][CH2:16][C:17]3([NH2:20])[CH2:19][CH2:18]3)=[CH:13][CH:12]=[CH:11][C:5]=2[NH:6][S:7](=[O:10])(=[O:9])[N:8]=1.Cl.[CH3:22][C:23]1[CH:24]=[C:25]([CH:29]=[CH:30][N:31]=1)[C:26](O)=[O:27], predict the reaction product. The product is: [NH2:2][C:3]1[C:4]2[C:14]([O:15][CH2:16][C:17]3([NH:20][C:26](=[O:27])[C:25]4[CH:29]=[CH:30][N:31]=[C:23]([CH3:22])[CH:24]=4)[CH2:19][CH2:18]3)=[CH:13][CH:12]=[CH:11][C:5]=2[NH:6][S:7](=[O:10])(=[O:9])[N:8]=1. (2) Given the reactants [Cl:1][C:2]1[CH:3]=[C:4]2[C:9](=[CH:10][CH:11]=1)[C:8]([CH3:13])([CH3:12])[C:7](=[O:14])[C:6]([C:15]([NH:17][CH2:18][C:19]([O:21]C)=[O:20])=[O:16])=[C:5]2[OH:23].[OH-].[Na+], predict the reaction product. The product is: [Cl:1][C:2]1[CH:3]=[C:4]2[C:9](=[CH:10][CH:11]=1)[C:8]([CH3:13])([CH3:12])[C:7](=[O:14])[C:6]([C:15]([NH:17][CH2:18][C:19]([OH:21])=[O:20])=[O:16])=[C:5]2[OH:23]. (3) Given the reactants C([O:3][C:4](=[O:28])[CH:5]([O:24][CH2:25][CH2:26][CH3:27])[CH2:6][C:7]1[CH:8]=[C:9]2[C:13](=[CH:14][CH:15]=1)[N:12]([CH2:16][O:17][CH2:18][CH2:19][Si:20]([CH3:23])([CH3:22])[CH3:21])[CH:11]=[CH:10]2)C.[OH-].[Li+], predict the reaction product. The product is: [CH2:25]([O:24][CH:5]([CH2:6][C:7]1[CH:8]=[C:9]2[C:13](=[CH:14][CH:15]=1)[N:12]([CH2:16][O:17][CH2:18][CH2:19][Si:20]([CH3:23])([CH3:21])[CH3:22])[CH:11]=[CH:10]2)[C:4]([OH:28])=[O:3])[CH2:26][CH3:27]. (4) Given the reactants [C:1]([O:4][C@@H:5]1[C@@H:17]([O:18][C:19](=[O:21])[CH3:20])[C@H:16]([CH3:22])[O:15][C@@H:7](SC2C=CC=CC=2)[C@@H:6]1[O:23][CH2:24][C:25]1[CH:30]=[CH:29][CH:28]=[CH:27][CH:26]=1)(=[O:3])[CH3:2].[Br:31]Br, predict the reaction product. The product is: [C:1]([O:4][C@@H:5]1[C@@H:17]([O:18][C:19](=[O:21])[CH3:20])[C@H:16]([CH3:22])[O:15][C@@H:7]([Br:31])[C@@H:6]1[O:23][CH2:24][C:25]1[CH:30]=[CH:29][CH:28]=[CH:27][CH:26]=1)(=[O:3])[CH3:2].